This data is from Forward reaction prediction with 1.9M reactions from USPTO patents (1976-2016). The task is: Predict the product of the given reaction. (1) Given the reactants [CH3:1][C:2]1=[C:3]([CH2:22][C:23]([OH:25])=[O:24])[C:4]2[CH:5]=[C:6]([F:21])[CH:7]=[CH:8][C:9]=2/[C:10]/1=[CH:11]\[C:12]1[CH:13]=[CH:14][C:15]([S+:18]([O-:20])[CH3:19])=[CH:16][CH:17]=1.[CH3:26][N:27]1[CH:31]=[CH:30][N:29]=[CH:28]1.[CH:32]1[N:36]([CH2:37][O:38][CH2:39][CH2:40][OH:41])[C:35]2[N:42]=[C:43]([NH2:47])[N:44]=[C:45]([OH:46])[C:34]=2[N:33]=1, predict the reaction product. The product is: [CH:32]1[N:36]([CH2:37][O:38][CH2:39][CH2:40][OH:41])[C:35]2[N:42]=[C:43]([NH2:47])[N:44]=[C:45]([OH:46])[C:34]=2[N:33]=1.[CH3:26][N:27]1[CH:31]=[CH:30][N:29]=[CH:28]1.[CH3:1][C:2]1=[C:3]([CH2:22][C:23]([OH:25])=[O:24])[C:4]2[CH:5]=[C:6]([F:21])[CH:7]=[CH:8][C:9]=2/[C:10]/1=[CH:11]\[C:12]1[CH:13]=[CH:14][C:15]([S+:18]([O-:20])[CH3:19])=[CH:16][CH:17]=1. (2) Given the reactants [C:1]([O:5][C:6](=[O:17])[NH:7][CH2:8][CH2:9][C:10]1[CH:15]=[CH:14][C:13]([OH:16])=[CH:12][CH:11]=1)([CH3:4])([CH3:3])[CH3:2].C(=O)([O-])[O-].[K+].[K+].[I-].[K+].CS(O[CH2:31][CH2:32][C:33]1[CH:38]=[CH:37][C:36]([O:39][CH2:40][C:41]2[CH:46]=[CH:45][CH:44]=[CH:43][CH:42]=2)=[C:35]([C@@H:47]([C:57]2[CH:62]=[CH:61][CH:60]=[CH:59][CH:58]=2)[CH2:48][CH2:49][N:50]([CH:54]([CH3:56])[CH3:55])[CH:51]([CH3:53])[CH3:52])[CH:34]=1)(=O)=O, predict the reaction product. The product is: [NH3:7].[C:1]([O:5][C:6](=[O:17])[NH:7][CH2:8][CH2:9][C:10]1[CH:15]=[CH:14][C:13]([O:16][CH2:31][CH2:32][C:33]2[CH:38]=[CH:37][C:36]([O:39][CH2:40][C:41]3[CH:46]=[CH:45][CH:44]=[CH:43][CH:42]=3)=[C:35]([C@@H:47]([C:57]3[CH:58]=[CH:59][CH:60]=[CH:61][CH:62]=3)[CH2:48][CH2:49][N:50]([CH:54]([CH3:55])[CH3:56])[CH:51]([CH3:52])[CH3:53])[CH:34]=2)=[CH:12][CH:11]=1)([CH3:4])([CH3:2])[CH3:3]. (3) Given the reactants [N:1]([CH2:4][CH2:5][C:6]1[N:7]=[C:8]([C:12]2[CH:17]=[CH:16][N:15]=[C:14]([CH2:18][CH3:19])[CH:13]=2)[S:9][C:10]=1[CH3:11])=[N+]=[N-].C1(P(C2C=CC=CC=2)C2C=CC=CC=2)C=CC=CC=1, predict the reaction product. The product is: [CH2:18]([C:14]1[CH:13]=[C:12]([C:8]2[S:9][C:10]([CH3:11])=[C:6]([CH2:5][CH2:4][NH2:1])[N:7]=2)[CH:17]=[CH:16][N:15]=1)[CH3:19]. (4) Given the reactants O[CH:2]1[CH2:5][N:4]([C:6]([O:8][C:9]([CH3:12])([CH3:11])[CH3:10])=[O:7])[CH2:3]1.N1C=CN=C1.C1(P(C2C=CC=CC=2)C2C=CC=CC=2)C=CC=CC=1.[I:37]I.C([O-])(O)=O.[Na+], predict the reaction product. The product is: [I:37][CH:2]1[CH2:5][N:4]([C:6]([O:8][C:9]([CH3:12])([CH3:11])[CH3:10])=[O:7])[CH2:3]1. (5) The product is: [CH:25]([O:27][CH2:28][CH2:29][O:30][NH:31][C:3]([C:5]1[CH:10]=[CH:9][N:8]2[CH:11]=[N:12][CH:13]=[C:7]2[C:6]=1[NH:14][C:15]1[CH:20]=[CH:19][C:18]([Br:21])=[CH:17][C:16]=1[F:22])=[O:4])=[CH2:26]. Given the reactants CO[C:3]([C:5]1[CH:10]=[CH:9][N:8]2[CH:11]=[N:12][CH:13]=[C:7]2[C:6]=1[NH:14][C:15]1[CH:20]=[CH:19][C:18]([Br:21])=[CH:17][C:16]=1[F:22])=[O:4].[OH-].[Na+].[CH:25]([O:27][CH2:28][CH2:29][O:30][NH2:31])=[CH2:26].CCN=C=NCCCN(C)C.C1C=CC2N(O)N=NC=2C=1, predict the reaction product. (6) Given the reactants [CH:1]1([C:4]2(O)[N:8]([CH2:9][C:10]3[CH:15]=[CH:14][CH:13]=[CH:12][CH:11]=3)[C:7](=[O:16])[CH2:6][CH2:5]2)[CH2:3][CH2:2]1.C([SiH](CC)CC)C.B(F)(F)F.CCOCC, predict the reaction product. The product is: [CH:1]1([CH:4]2[N:8]([CH2:9][C:10]3[CH:11]=[CH:12][CH:13]=[CH:14][CH:15]=3)[C:7](=[O:16])[CH2:6][CH2:5]2)[CH2:2][CH2:3]1.